From a dataset of Reaction yield outcomes from USPTO patents with 853,638 reactions. Predict the reaction yield, written as a fraction of the theoretical maximum amount of product (1.0 means a 100% yield; for example, 0.34 means a 34% yield). (1) The reactants are [CH:1]1([CH2:4][N:5]2[C:9]3[CH:10]=[CH:11][C:12]([C:14](O)=[O:15])=[CH:13][C:8]=3[N:7]=[C:6]2[CH2:17][C:18]2[CH:23]=[CH:22][C:21]([O:24][CH2:25][CH3:26])=[CH:20][N:19]=2)[CH2:3][CH2:2]1.CN(C(ON1N=NC2[CH:38]=[CH:39][CH:40]=[N:41][C:36]1=2)=[N+](C)C)C.F[P-](F)(F)(F)(F)F.CCN(C(C)C)C(C)C.N1CCCC1. The catalyst is CN(C=O)C. The product is [CH:1]1([CH2:4][N:5]2[C:9]3[CH:10]=[CH:11][C:12]([C:14]([N:41]4[CH2:40][CH2:39][CH2:38][CH2:36]4)=[O:15])=[CH:13][C:8]=3[N:7]=[C:6]2[CH2:17][C:18]2[CH:23]=[CH:22][C:21]([O:24][CH2:25][CH3:26])=[CH:20][N:19]=2)[CH2:3][CH2:2]1. The yield is 0.370. (2) The reactants are [C:1]1([CH:7]([C:20]2[CH:25]=[CH:24][CH:23]=[CH:22][CH:21]=2)[CH2:8][CH2:9][NH:10][C:11](=[O:19])[C:12]2[CH:17]=[CH:16][CH:15]=[N:14][C:13]=2F)[CH:6]=[CH:5][CH:4]=[CH:3][CH:2]=1.[CH3:26][S:27]([CH2:30][CH2:31][NH2:32])(=[O:29])=[O:28]. The catalyst is C1COCC1. The product is [C:1]1([CH:7]([C:20]2[CH:25]=[CH:24][CH:23]=[CH:22][CH:21]=2)[CH2:8][CH2:9][NH:10][C:11](=[O:19])[C:12]2[CH:17]=[CH:16][CH:15]=[N:14][C:13]=2[NH:32][CH2:31][CH2:30][S:27]([CH3:26])(=[O:29])=[O:28])[CH:6]=[CH:5][CH:4]=[CH:3][CH:2]=1. The yield is 0.0690. (3) The reactants are [Cl:1][C:2]1[CH:7]=[CH:6][C:5]([C:8]2[O:9][C:10]3[CH:20]=[C:19]([N:21]([C:26]4[CH:31]=[CH:30][C:29]([B:32]5[O:36]C(C)(C)C(C)(C)[O:33]5)=[C:28]([C:41]#[N:42])[CH:27]=4)[S:22]([CH3:25])(=[O:24])=[O:23])[C:18]([CH:43]4[CH2:45][CH2:44]4)=[CH:17][C:11]=3[C:12]=2[C:13]([NH:15][CH3:16])=[O:14])=[CH:4][CH:3]=1.Cl.I([O-])(=O)(=O)=O.[Na+]. The catalyst is O1CCCC1. The product is [Cl:1][C:2]1[CH:7]=[CH:6][C:5]([C:8]2[O:9][C:10]3[CH:20]=[C:19]([N:21]([C:26]4[CH:31]=[CH:30][C:29]([B:32]([OH:36])[OH:33])=[C:28]([C:41]#[N:42])[CH:27]=4)[S:22]([CH3:25])(=[O:23])=[O:24])[C:18]([CH:43]4[CH2:44][CH2:45]4)=[CH:17][C:11]=3[C:12]=2[C:13](=[O:14])[NH:15][CH3:16])=[CH:4][CH:3]=1. The yield is 0.620. (4) The reactants are [Br:1][C:2]1[C:11]2[C:6](=[CH:7][CH:8]=[C:9]([O:12]C)[CH:10]=2)[C:5](=[O:14])[N:4]([C:15]2[CH:20]=[CH:19][C:18]([O:21]C)=[CH:17][CH:16]=2)[CH:3]=1.C(Cl)Cl.B(Br)(Br)Br. The catalyst is O. The product is [Br:1][C:2]1[C:11]2[C:6](=[CH:7][CH:8]=[C:9]([OH:12])[CH:10]=2)[C:5](=[O:14])[N:4]([C:15]2[CH:20]=[CH:19][C:18]([OH:21])=[CH:17][CH:16]=2)[CH:3]=1. The yield is 0.494. (5) The reactants are Cl.[NH2:2][CH:3]1[CH2:8][CH2:7][O:6][CH2:5][CH2:4]1.C([O-])(O)=O.[Na+].Cl[C:15]([O:17][C:18]([CH3:20])=[CH2:19])=[O:16]. The catalyst is CCOC(C)=O. The product is [O:6]1[CH2:7][CH2:8][CH:3]([NH:2][C:15](=[O:16])[O:17][C:18]([CH3:20])=[CH2:19])[CH2:4][CH2:5]1. The yield is 0.890. (6) The reactants are C(OC([N:8]1[CH2:12][CH2:11][CH2:10][CH:9]1[C:13](=[O:35])[NH:14][C:15]1[CH:20]=[CH:19][C:18]([C:21]2[CH:26]=[CH:25][CH:24]=[CH:23][C:22]=2[S:27](=[O:34])(=[O:33])[NH:28][C:29]([CH3:32])([CH3:31])[CH3:30])=[CH:17][N:16]=1)=O)(C)(C)C.FC(F)(F)C(O)=O. The catalyst is C(Cl)Cl.C(Cl)(Cl)Cl. The product is [C:29]([NH:28][S:27]([C:22]1[CH:23]=[CH:24][CH:25]=[CH:26][C:21]=1[C:18]1[CH:19]=[CH:20][C:15]([NH:14][C:13]([CH:9]2[CH2:10][CH2:11][CH2:12][NH:8]2)=[O:35])=[N:16][CH:17]=1)(=[O:34])=[O:33])([CH3:32])([CH3:30])[CH3:31]. The yield is 1.00. (7) The catalyst is CN(C=O)C. The reactants are [Cl:1][C:2]1[CH:17]=[CH:16][C:15]([Cl:18])=[CH:14][C:3]=1[O:4][C:5]1[CH:13]=[CH:12][CH:11]=[CH:10][C:6]=1[C:7]([OH:9])=O.C(N(C(C)C)C(C)C)C.CN(C(ON1N=NC2C=CC=NC1=2)=[N+](C)C)C.F[P-](F)(F)(F)(F)F.[NH:52]1[C:61]2[C:56](=[CH:57][CH:58]=[CH:59][CH:60]=2)[CH2:55][CH2:54][CH2:53]1. The yield is 0.180. The product is [Cl:1][C:2]1[CH:17]=[CH:16][C:15]([Cl:18])=[CH:14][C:3]=1[O:4][C:5]1[CH:13]=[CH:12][CH:11]=[CH:10][C:6]=1[C:7]([N:52]1[C:61]2[C:56](=[CH:57][CH:58]=[CH:59][CH:60]=2)[CH2:55][CH2:54][CH2:53]1)=[O:9].